Dataset: Full USPTO retrosynthesis dataset with 1.9M reactions from patents (1976-2016). Task: Predict the reactants needed to synthesize the given product. (1) Given the product [Cl:4][C:5]1[N:6]=[C:7]([C:12]([NH:14][C@H:15]2[CH2:20][CH2:19][N:18]([C:21]3[S:22][C:23]([C:28]([O:30][CH2:31][CH3:32])=[O:29])=[C:24]([CH2:26][NH:3][CH3:2])[N:25]=3)[CH2:17][C@H:16]2[O:33][CH2:34][CH3:35])=[O:13])[NH:8][C:9]=1[CH2:10][CH3:11], predict the reactants needed to synthesize it. The reactants are: Cl.[CH3:2][NH2:3].[Cl:4][C:5]1[N:6]=[C:7]([C:12]([NH:14][C@H:15]2[CH2:20][CH2:19][N:18]([C:21]3[S:22][C:23]([C:28]([O:30][CH2:31][CH3:32])=[O:29])=[C:24]([CH:26]=O)[N:25]=3)[CH2:17][C@H:16]2[O:33][CH2:34][CH3:35])=[O:13])[NH:8][C:9]=1[CH2:10][CH3:11].C(O[BH-](OC(=O)C)OC(=O)C)(=O)C.[Na+]. (2) Given the product [C:34]([CH2:36][CH2:37][CH2:38][CH2:39][CH:40](/[CH:52]=[CH:10]/[C:9]1[CH:30]=[CH:31][CH:32]=[CH:33][C:8]=1[OH:7])[CH2:41][C:42]1[CH:43]=[CH:44][C:45]([C:46]([O:48][CH3:49])=[O:47])=[CH:50][CH:51]=1)#[N:35], predict the reactants needed to synthesize it. The reactants are: C([Li])CCC.[Br-].[OH:7][C:8]1[CH:33]=[CH:32][CH:31]=[CH:30][C:9]=1[CH2:10][P+](C1C=CC=CC=1)(C1C=CC=CC=1)C1C=CC=CC=1.[C:34]([CH2:36][CH2:37][CH2:38][CH2:39][CH:40]([CH:52]=O)[CH2:41][C:42]1[CH:51]=[CH:50][C:45]([C:46]([O:48][CH3:49])=[O:47])=[CH:44][CH:43]=1)#[N:35].[Cl-].[NH4+]. (3) Given the product [CH2:36]1[N:35]2[C@H:34]([CH2:38][CH2:39][O:40][C:9]3[CH:14]=[CH:13][CH:12]=[CH:11][C:10]=32)[CH2:33][NH:32][CH2:37]1, predict the reactants needed to synthesize it. The reactants are: FC(F)(F)C(O)=O.Br[C:9]1[CH:14]=[CH:13][CH:12]=[CH:11][C:10]=1F.BrC1C=CC(C)=CC=1F.C([N:32]1[CH2:37][CH2:36][NH:35][C@@H:34]([CH2:38][CH2:39][OH:40])[CH2:33]1)C1C=CC=CC=1. (4) Given the product [F:9][CH:8]([F:10])[C:6]1[CH:5]=[CH:4][N:3]=[C:2]([NH:17][C:16](=[O:18])[O:15][C:11]([CH3:14])([CH3:13])[CH3:12])[CH:7]=1, predict the reactants needed to synthesize it. The reactants are: Cl[C:2]1[CH:7]=[C:6]([CH:8]([F:10])[F:9])[CH:5]=[CH:4][N:3]=1.[C:11]([O:15][C:16](=[O:18])[NH2:17])([CH3:14])([CH3:13])[CH3:12].C([O-])([O-])=O.[Cs+].[Cs+].CC(C1C=C(C(C)C)C(C2C=CC=CC=2P(C2CCCCC2)C2CCCCC2)=C(C(C)C)C=1)C.N#N. (5) Given the product [CH:14]1[CH:19]=[C:6]([CH:5]=[O:4])[C:7]([OH:27])=[CH:12][CH:13]=1, predict the reactants needed to synthesize it. The reactants are: CC([O:4][CH2:5][C:6]1[C:19]2[C:14](=CC=CC=2)[C:13](COC(C)=O)=[C:12]2[C:7]=1C=CC=C2)=O.C(O)(=[O:27])C. (6) Given the product [OH:8][CH2:7][C@@H:2]([NH:1][CH2:10][CH2:9][CH2:15][S:12]([OH:14])(=[O:13])=[O:11])[CH2:3][CH:4]([CH3:6])[CH3:5], predict the reactants needed to synthesize it. The reactants are: [NH2:1][C@H:2]([CH2:7][OH:8])[CH2:3][CH:4]([CH3:6])[CH3:5].[CH2:9]1[CH2:15][S:12](=[O:14])(=[O:13])[O:11][CH2:10]1. (7) Given the product [C:20]([CH2:19][N:14]([C:11]1[CH:12]=[CH:13][C:8]([C:6]2[CH:5]=[CH:4][N:3]=[C:2]([NH:22][C:23]3[CH:24]=[CH:25][C:26]([N:32]4[CH2:33][CH2:34][O:35][CH2:36][CH2:37]4)=[C:27]([CH:31]=3)[C:28]([OH:30])=[O:29])[N:7]=2)=[CH:9][CH:10]=1)[S:15]([CH3:18])(=[O:17])=[O:16])#[N:21], predict the reactants needed to synthesize it. The reactants are: Cl[C:2]1[N:7]=[C:6]([C:8]2[CH:13]=[CH:12][C:11]([N:14]([CH2:19][C:20]#[N:21])[S:15]([CH3:18])(=[O:17])=[O:16])=[CH:10][CH:9]=2)[CH:5]=[CH:4][N:3]=1.[NH2:22][C:23]1[CH:24]=[CH:25][C:26]([N:32]2[CH2:37][CH2:36][O:35][CH2:34][CH2:33]2)=[C:27]([CH:31]=1)[C:28]([OH:30])=[O:29].O.C1(C)C=CC(S(O)(=O)=O)=CC=1. (8) Given the product [CH2:10]([O:12][C:6](=[NH:7])[C:5]1[CH:8]=[CH:9][C:2]([Cl:1])=[CH:3][CH:4]=1)[CH3:11], predict the reactants needed to synthesize it. The reactants are: [Cl:1][C:2]1[CH:9]=[CH:8][C:5]([C:6]#[N:7])=[CH:4][CH:3]=1.[CH2:10]([OH:12])[CH3:11]. (9) Given the product [CH3:1][NH:2][C:3]([C:5]1[C:29]([F:30])=[CH:28][C:8]2[N:9]([CH:13]3[CH2:19][CH:18]4[NH:20][CH:15]([CH2:16][CH2:17]4)[CH2:14]3)[C:10](=[O:12])[NH:11][C:7]=2[CH:6]=1)=[O:4], predict the reactants needed to synthesize it. The reactants are: [CH3:1][NH:2][C:3]([C:5]1[C:29]([F:30])=[CH:28][C:8]2[N:9]([CH:13]3[CH2:19][CH:18]4[N:20](CC5C=CC=CC=5)[CH:15]([CH2:16][CH2:17]4)[CH2:14]3)[C:10](=[O:12])[NH:11][C:7]=2[CH:6]=1)=[O:4].C([O-])=O.[NH4+].